From a dataset of Forward reaction prediction with 1.9M reactions from USPTO patents (1976-2016). Predict the product of the given reaction. (1) Given the reactants C([O:3][C:4]([C@@H:6]1[CH2:10][CH:9]([S:11]([C:14]2[CH:19]=[CH:18][CH:17]=[CH:16][C:15]=2[Cl:20])(=[O:13])=[O:12])[CH2:8][C@H:7]1[CH2:21][O:22][C:23]1[CH:28]=[CH:27][C:26]([Cl:29])=[CH:25][CH:24]=1)=[O:5])C.CO.O.[OH-].[Li+], predict the reaction product. The product is: [Cl:20][C:15]1[CH:16]=[CH:17][CH:18]=[CH:19][C:14]=1[S:11]([CH:9]1[CH2:10][C@@H:6]([C:4]([OH:5])=[O:3])[C@H:7]([CH2:21][O:22][C:23]2[CH:24]=[CH:25][C:26]([Cl:29])=[CH:27][CH:28]=2)[CH2:8]1)(=[O:13])=[O:12]. (2) Given the reactants C([O:9][CH2:10][CH2:11][N:12]1[C:20]2[C:19](Cl)=[N:18][CH:17]=[N:16][C:15]=2[CH:14]=[CH:13]1)(=O)C1C=CC=CC=1.[Cl:22][C:23]1[CH:24]=[C:25]([CH:27]=[CH:28][C:29]=1[O:30][C:31]1[CH:39]=[CH:38][C:37]([Cl:40])=[C:36]2[C:32]=1[CH:33]=[N:34][NH:35]2)[NH2:26].Cl.N1C=CC=CC=1.[OH-].[Na+].[Cl-].[NH4+], predict the reaction product. The product is: [Cl:22][C:23]1[CH:24]=[C:25]([NH:26][C:19]2[C:20]3[N:12]([CH2:11][CH2:10][OH:9])[CH:13]=[CH:14][C:15]=3[N:16]=[CH:17][N:18]=2)[CH:27]=[CH:28][C:29]=1[O:30][C:31]1[CH:39]=[CH:38][C:37]([Cl:40])=[C:36]2[C:32]=1[CH:33]=[N:34][NH:35]2.